This data is from Reaction yield outcomes from USPTO patents with 853,638 reactions. The task is: Predict the reaction yield, written as a fraction of the theoretical maximum amount of product (1.0 means a 100% yield; for example, 0.34 means a 34% yield). (1) The reactants are [I:1][C:2]1[CH:7]=[CH:6][C:5]([CH2:8][C:9]([OH:11])=O)=[CH:4][CH:3]=1.[NH2:12][C:13]1[S:14][CH:15]=[C:16]([CH3:22])[C:17]=1[C:18]([O:20][CH3:21])=[O:19]. No catalyst specified. The product is [I:1][C:2]1[CH:3]=[CH:4][C:5]([CH2:8][C:9]([NH:12][C:13]2[S:14][CH:15]=[C:16]([CH3:22])[C:17]=2[C:18]([O:20][CH3:21])=[O:19])=[O:11])=[CH:6][CH:7]=1. The yield is 0.870. (2) The reactants are Cl.[F:2][C:3]([F:20])([F:19])[C:4]1[CH:5]=[C:6]([CH:16]=[CH:17][CH:18]=1)[CH2:7][O:8][N:9]=[C:10]1[CH2:15][CH2:14][NH:13][CH2:12][CH2:11]1.[C:21]([NH:28][C@H:29]([CH2:34][C:35](O)=[O:36])[CH2:30][CH:31]([CH3:33])[CH3:32])([O:23][C:24]([CH3:27])([CH3:26])[CH3:25])=[O:22].ON1C2C=CC=CC=2N=N1.Cl.C(N=C=NCCCN(C)C)C.C(N(CC)CC)C.C([O-])(O)=O.[Na+]. The catalyst is ClCCl. The product is [C:24]([O:23][C:21](=[O:22])[NH:28][C@H:29]([CH2:34][C:35](=[O:36])[N:13]1[CH2:14][CH2:15][C:10](=[N:9][O:8][CH2:7][C:6]2[CH:16]=[CH:17][CH:18]=[C:4]([C:3]([F:2])([F:19])[F:20])[CH:5]=2)[CH2:11][CH2:12]1)[CH2:30][CH:31]([CH3:33])[CH3:32])([CH3:25])([CH3:27])[CH3:26]. The yield is 0.850. (3) The reactants are [F:1][C:2]1[CH:3]=[C:4]([CH:7]=[CH:8][C:9]=1[O:10][CH3:11])[CH:5]=O.[C:12]([CH:17]=P(C1C=CC=CC=1)(C1C=CC=CC=1)C1C=CC=CC=1)([O:14][CH2:15][CH3:16])=[O:13]. The catalyst is C1(C)C=CC=CC=1. The product is [F:1][C:2]1[CH:3]=[C:4](/[CH:5]=[CH:17]/[C:12]([O:14][CH2:15][CH3:16])=[O:13])[CH:7]=[CH:8][C:9]=1[O:10][CH3:11]. The yield is 0.876. (4) The reactants are Br[C:2]1[CH:3]=[C:4]2[C:27](=[CH:28][CH:29]=1)[O:26][C:7]1([CH2:12][CH2:11][N:10]([C:13](=[O:25])[C:14]3[CH:19]=[CH:18][C:17]([C:20]([OH:23])([CH3:22])[CH3:21])=[C:16]([CH3:24])[CH:15]=3)[CH2:9][CH2:8]1)[CH2:6][C:5]2=[O:30].[C:31]([Zn]C#N)#[N:32]. The catalyst is CN(C=O)C.C(Cl)Cl.O.C1C=CC([P]([Pd]([P](C2C=CC=CC=2)(C2C=CC=CC=2)C2C=CC=CC=2)([P](C2C=CC=CC=2)(C2C=CC=CC=2)C2C=CC=CC=2)[P](C2C=CC=CC=2)(C2C=CC=CC=2)C2C=CC=CC=2)(C2C=CC=CC=2)C2C=CC=CC=2)=CC=1. The product is [OH:23][C:20]([C:17]1[CH:18]=[CH:19][C:14]([C:13]([N:10]2[CH2:9][CH2:8][C:7]3([CH2:6][C:5](=[O:30])[C:4]4[C:27](=[CH:28][CH:29]=[C:2]([C:31]#[N:32])[CH:3]=4)[O:26]3)[CH2:12][CH2:11]2)=[O:25])=[CH:15][C:16]=1[CH3:24])([CH3:21])[CH3:22]. The yield is 0.970. (5) The reactants are O1CCCCC1[N:7]1[C:15]2[C:10](=[CH:11][C:12]([C:16]3[N:20]=[CH:19][N:18](C(C4C=CC=CC=4)(C4C=CC=CC=4)C4C=CC=CC=4)[N:17]=3)=[CH:13][CH:14]=2)[C:9]([C:40]2[CH:41]=[C:42]([CH:47]=[CH:48][CH:49]=2)[C:43](OC)=[O:44])=[N:8]1.[OH-].[Li+].ON1C2C=CC=CC=2N=N1.[CH:62]1([NH2:72])[C:71]2[C:66](=[CH:67][CH:68]=[CH:69][CH:70]=2)[CH2:65][CH2:64][CH2:63]1.Cl.C(N=C=NCCCN(C)C)C.Cl. The catalyst is O1CCCC1.O.O1CCOCC1. The product is [NH:18]1[CH:19]=[N:20][C:16]([C:12]2[CH:11]=[C:10]3[C:15](=[CH:14][CH:13]=2)[NH:7][N:8]=[C:9]3[C:40]2[CH:41]=[C:42]([C:43]([NH:72][C:62]3[C:71]4[CH2:70][CH2:69][CH2:68][CH2:67][C:66]=4[CH:65]=[CH:64][CH:63]=3)=[O:44])[CH:47]=[CH:48][CH:49]=2)=[N:17]1. The yield is 0.130. (6) The reactants are [C:1]1([C:7](=[O:16])[CH:8]([C:10]2[CH:15]=[CH:14][CH:13]=[CH:12][N:11]=2)[CH3:9])[CH:6]=[CH:5][CH:4]=[CH:3][CH:2]=1.[H-].[Na+].[CH3:19]I. The catalyst is C1COCC1. The product is [CH3:9][C:8]([C:10]1[CH:15]=[CH:14][CH:13]=[CH:12][N:11]=1)([CH3:19])[C:7]([C:1]1[CH:2]=[CH:3][CH:4]=[CH:5][CH:6]=1)=[O:16]. The yield is 0.690.